This data is from Catalyst prediction with 721,799 reactions and 888 catalyst types from USPTO. The task is: Predict which catalyst facilitates the given reaction. (1) Reactant: [Cl:1][C:2]1[C:10]([F:11])=[CH:9][CH:8]=[C:7]2[C:3]=1[CH:4]([OH:22])[N:5]([C:13]([CH3:21])([C:15]1[CH:20]=[CH:19][CH:18]=[CH:17][CH:16]=1)[CH3:14])[C:6]2=[O:12].CN(CCN(C)C)C.[I:31]I. Product: [OH:22][CH:4]1[C:3]2[C:7](=[C:8]([I:31])[CH:9]=[C:10]([F:11])[C:2]=2[Cl:1])[C:6](=[O:12])[N:5]1[C:13]([CH3:14])([C:15]1[CH:16]=[CH:17][CH:18]=[CH:19][CH:20]=1)[CH3:21]. The catalyst class is: 1. (2) Reactant: [CH3:1][O:2][C:3]1[CH:8]=[CH:7][C:6]([C:9]2[N:14]=[C:13]([NH:15][CH2:16][CH2:17][CH2:18][O:19][C:20]3[CH:21]=[C:22]4[C:26](=[CH:27][CH:28]=3)[C@H:25]([CH2:29][C:30]([O:32]CC)=[O:31])[CH2:24][CH2:23]4)[CH:12]=[CH:11][C:10]=2[C:35]([F:38])([F:37])[F:36])=[CH:5][CH:4]=1.CO.O.[Li+].[OH-]. Product: [CH3:1][O:2][C:3]1[CH:4]=[CH:5][C:6]([C:9]2[N:14]=[C:13]([NH:15][CH2:16][CH2:17][CH2:18][O:19][C:20]3[CH:21]=[C:22]4[C:26](=[CH:27][CH:28]=3)[C@H:25]([CH2:29][C:30]([OH:32])=[O:31])[CH2:24][CH2:23]4)[CH:12]=[CH:11][C:10]=2[C:35]([F:37])([F:38])[F:36])=[CH:7][CH:8]=1. The catalyst class is: 1. (3) Reactant: C(OC(=O)[NH:7][C:8]1[CH:13]=[CH:12][C:11]([C:14]2[O:15][CH:16]=[CH:17][CH:18]=2)=[CH:10][C:9]=1[NH:19][C:20](=[O:32])[CH2:21][C:22]([C:24]1[CH:29]=[CH:28][CH:27]=[C:26]([C:30]#[N:31])[CH:25]=1)=O)(C)(C)C.C(O)(C(F)(F)F)=O. Product: [O:15]1[CH:16]=[CH:17][CH:18]=[C:14]1[C:11]1[CH:12]=[CH:13][C:8]2[N:7]=[C:22]([C:24]3[CH:25]=[C:26]([CH:27]=[CH:28][CH:29]=3)[C:30]#[N:31])[CH2:21][C:20](=[O:32])[NH:19][C:9]=2[CH:10]=1. The catalyst class is: 2. (4) Reactant: Cl.[N:2]1([CH2:8][CH2:9][O:10][C:11]2[CH:37]=[CH:36][C:14]([O:15][C:16]3[C:25]4[C:20](=[CH:21][C:22]([O:26][CH3:27])=[CH:23][CH:24]=4)[CH:19]=[CH:18][C:17]=3[C:28]3[CH:33]=[CH:32][CH:31]=[C:30]([O:34]C)[CH:29]=3)=[CH:13][CH:12]=2)[CH2:7][CH2:6][CH2:5][CH2:4][CH2:3]1.B(Br)(Br)Br.C(=O)(O)[O-].[Na+]. Product: [N:2]1([CH2:8][CH2:9][O:10][C:11]2[CH:12]=[CH:13][C:14]([O:15][C:16]3[C:25]4[C:20](=[CH:21][C:22]([O:26][CH3:27])=[CH:23][CH:24]=4)[CH:19]=[CH:18][C:17]=3[C:28]3[CH:33]=[CH:32][CH:31]=[C:30]([OH:34])[CH:29]=3)=[CH:36][CH:37]=2)[CH2:7][CH2:6][CH2:5][CH2:4][CH2:3]1. The catalyst class is: 2. (5) Reactant: Cl.[F:2][C:3]1[CH:21]=[CH:20][CH:19]=[CH:18][C:4]=1[CH2:5][N:6]1[C:14]2[C:9](=[CH:10][CH:11]=[CH:12][CH:13]=2)[C:8]([C:15](=[NH:17])[NH2:16])=[N:7]1.C[O:23][CH:24]=[C:25]([C:30](OC)=O)[C:26]([O:28][CH3:29])=[O:27].C[O-].[Na+:36]. Product: [F:2][C:3]1[CH:21]=[CH:20][CH:19]=[CH:18][C:4]=1[CH2:5][N:6]1[C:14]2[C:9](=[CH:10][CH:11]=[CH:12][CH:13]=2)[C:8]([C:15]2[N:16]=[C:24]([O-:23])[C:25]([C:26]([O:28][CH3:29])=[O:27])=[CH:30][N:17]=2)=[N:7]1.[Na+:36]. The catalyst class is: 5.